Dataset: Reaction yield outcomes from USPTO patents with 853,638 reactions. Task: Predict the reaction yield, written as a fraction of the theoretical maximum amount of product (1.0 means a 100% yield; for example, 0.34 means a 34% yield). The reactants are [Br:1][C:2]1[CH:3]=[C:4]([CH:7]=[O:8])[O:5][CH:6]=1.[BH4-].[Na+].N1C=CN=C1.[C:16]([Si:20]([CH3:23])([CH3:22])Cl)([CH3:19])([CH3:18])[CH3:17]. The catalyst is CO.CCOCC.O. The product is [Br:1][C:2]1[CH:3]=[C:4]([CH2:7][O:8][Si:20]([C:16]([CH3:19])([CH3:18])[CH3:17])([CH3:23])[CH3:22])[O:5][CH:6]=1. The yield is 0.890.